This data is from Catalyst prediction with 721,799 reactions and 888 catalyst types from USPTO. The task is: Predict which catalyst facilitates the given reaction. (1) Reactant: [H-].[Na+].[NH:3]1[C:7]([CH2:8][CH2:9][C:10]([O:12][CH3:13])=[O:11])=[N:6][N:5]=[N:4]1.Cl[CH2:15][O:16][CH2:17][CH2:18][Si:19]([CH3:22])([CH3:21])[CH3:20]. Product: [CH3:20][Si:19]([CH3:22])([CH3:21])[CH2:18][CH2:17][O:16][CH2:15][N:6]1[C:7]([CH2:8][CH2:9][C:10]([O:12][CH3:13])=[O:11])=[N:3][N:4]=[N:5]1. The catalyst class is: 215. (2) Reactant: [CH2:1]([O:3][C:4](=[O:17])[C:5]([O:8][C:9]1[CH:14]=[C:13]([OH:15])[CH:12]=[CH:11][C:10]=1[CH3:16])([CH3:7])[CH3:6])[CH3:2].[CH3:18][C:19]1[C:24]([CH2:25][CH2:26]O)=[CH:23][CH:22]=[C:21]([C:28]2[CH:33]=[CH:32][C:31]([C:34]([F:37])([F:36])[F:35])=[CH:30][CH:29]=2)[N:20]=1.C1(P(C2C=CC=CC=2)C2C=CC=CC=2)C=CC=CC=1.N(C(OC(C)(C)C)=O)=NC(OC(C)(C)C)=O. Product: [CH2:1]([O:3][C:4](=[O:17])[C:5]([CH3:6])([O:8][C:9]1[CH:14]=[C:13]([O:15][CH2:26][CH2:25][C:24]2[C:19]([CH3:18])=[N:20][C:21]([C:28]3[CH:33]=[CH:32][C:31]([C:34]([F:37])([F:35])[F:36])=[CH:30][CH:29]=3)=[CH:22][CH:23]=2)[CH:12]=[CH:11][C:10]=1[CH3:16])[CH3:7])[CH3:2]. The catalyst class is: 1.